Dataset: Forward reaction prediction with 1.9M reactions from USPTO patents (1976-2016). Task: Predict the product of the given reaction. (1) Given the reactants [OH-].[Li+].[CH3:3][O:4][C:5]1[CH:10]=[CH:9][C:8]([C:11]2[O:12][C:13]3[C:14](=[C:16]([C:20]([O:22]C)=[O:21])[CH:17]=[CH:18][CH:19]=3)[N:15]=2)=[CH:7][CH:6]=1, predict the reaction product. The product is: [CH3:3][O:4][C:5]1[CH:10]=[CH:9][C:8]([C:11]2[O:12][C:13]3[C:14](=[C:16]([C:20]([OH:22])=[O:21])[CH:17]=[CH:18][CH:19]=3)[N:15]=2)=[CH:7][CH:6]=1. (2) Given the reactants Cl[C:2]1[CH:7]=[N:6][CH:5]=[C:4]([O:8][CH2:9][C:10]2[CH:15]=[CH:14][C:13]([C:16]3[CH:21]=[CH:20][CH:19]=[CH:18][N:17]=3)=[CH:12][CH:11]=2)[N:3]=1.N1C=CC=CC=1C1C=CC(CO)=CC=1.[NH:36]1[CH2:41][CH2:40][NH:39][CH2:38][CH2:37]1.C([O-])([O-])=O.[K+].[K+].N1C=CC=CC=1C1C=CC(C=O)=CC=1, predict the reaction product. The product is: [N:17]1[CH:18]=[CH:19][CH:20]=[CH:21][C:16]=1[C:13]1[CH:14]=[CH:15][C:10]([CH2:9][O:8][C:4]2[CH:5]=[N:6][CH:7]=[C:2]([N:36]3[CH2:41][CH2:40][NH:39][CH2:38][CH2:37]3)[N:3]=2)=[CH:11][CH:12]=1. (3) Given the reactants [Br:1][C:2]1[CH:10]=[CH:9][CH:8]=[CH:7][C:3]=1[C@@H:4]([OH:6])[CH3:5].[Si:11](Cl)([C:14]([CH3:17])([CH3:16])[CH3:15])([CH3:13])[CH3:12].N1C=CN=C1, predict the reaction product. The product is: [Br:1][C:2]1[CH:10]=[CH:9][CH:8]=[CH:7][C:3]=1[C@@H:4]([O:6][Si:11]([C:14]([CH3:17])([CH3:16])[CH3:15])([CH3:13])[CH3:12])[CH3:5]. (4) Given the reactants C(OC([N:8]1[CH2:16][C:15]2[C:14]([O:17][C:18]3[CH:19]=[C:20]4[C:24](=[CH:25][CH:26]=3)[N:23]([C:27](=[O:39])[NH:28][C:29]3[CH:33]=[C:32]([C:34]5([CH2:37]O)[CH2:36][CH2:35]5)[O:31][N:30]=3)[CH:22]=[CH:21]4)=[N:13][CH:12]=[N:11][C:10]=2[CH2:9]1)=O)(C)(C)C.C([N:42](CC)CC)C.N.CO.C(O)(C(F)(F)F)=O, predict the reaction product. The product is: [NH2:42][CH2:37][C:34]1([C:32]2[O:31][N:30]=[C:29]([NH:28][C:27]([N:23]3[C:24]4[C:20](=[CH:19][C:18]([O:17][C:14]5[C:15]6[CH2:16][NH:8][CH2:9][C:10]=6[N:11]=[CH:12][N:13]=5)=[CH:26][CH:25]=4)[CH:21]=[CH:22]3)=[O:39])[CH:33]=2)[CH2:36][CH2:35]1.